Dataset: Full USPTO retrosynthesis dataset with 1.9M reactions from patents (1976-2016). Task: Predict the reactants needed to synthesize the given product. (1) The reactants are: [O:1]=[S:2]1(=[O:23])[CH2:6][CH2:5][CH2:4][N:3]1[C:7]1[CH:16]=[CH:15][C:10]([C:11](OC)=[O:12])=[C:9]([N:17]2[CH2:21][CH2:20][CH2:19][C:18]2=[O:22])[CH:8]=1.[CH3:24][C:25]1[C:26]([N:32]2[CH2:37][CH2:36][NH:35][CH2:34][CH2:33]2)=[N:27][CH:28]=[C:29]([CH3:31])[CH:30]=1. Given the product [CH3:24][C:25]1[C:26]([N:32]2[CH2:33][CH2:34][N:35]([C:11]([C:10]3[CH:15]=[CH:16][C:7]([N:3]4[CH2:4][CH2:5][CH2:6][S:2]4(=[O:1])=[O:23])=[CH:8][C:9]=3[N:17]3[CH2:21][CH2:20][CH2:19][C:18]3=[O:22])=[O:12])[CH2:36][CH2:37]2)=[N:27][CH:28]=[C:29]([CH3:31])[CH:30]=1, predict the reactants needed to synthesize it. (2) Given the product [I:1][C:2]1[CH:10]=[CH:9][C:5]([C:6]2[S:17][C:15]([NH2:16])=[N:13][N:14]=2)=[C:4]([O:11][CH3:12])[CH:3]=1, predict the reactants needed to synthesize it. The reactants are: [I:1][C:2]1[CH:10]=[CH:9][C:5]([C:6](O)=O)=[C:4]([O:11][CH3:12])[CH:3]=1.[NH:13]([C:15](=[S:17])[NH2:16])[NH2:14].P(Cl)(Cl)(Cl)=O. (3) The reactants are: [H][H].C(OC([N:13]1[CH2:19][CH2:18][CH2:17][C@H:16]([NH:20][C:21]([N:23]2[CH2:29][CH2:28][C@@H:27]3[C@H:24]2[C:25](=[O:34])[N:26]3[S:30]([OH:33])(=[O:32])=[O:31])=[O:22])[CH2:15][CH2:14]1)=O)C1C=CC=CC=1.CC(O)C. Given the product [NH:13]1[CH2:19][CH2:18][CH2:17][C@H:16]([NH:20][C:21]([N:23]2[CH2:29][CH2:28][C@@H:27]3[C@H:24]2[C:25](=[O:34])[N:26]3[S:30]([OH:33])(=[O:32])=[O:31])=[O:22])[CH2:15][CH2:14]1, predict the reactants needed to synthesize it. (4) Given the product [C:21]([O:25][C:26]([N:28]1[CH2:33][CH2:32][C:31](=[CH:6][C:5]2[CH:15]=[C:16]([O:19][CH3:20])[CH:17]=[CH:18][C:4]=2[Br:3])[CH2:30][CH2:29]1)=[O:27])([CH3:24])([CH3:22])[CH3:23], predict the reactants needed to synthesize it. The reactants are: [H-].[Na+].[Br:3][C:4]1[CH:18]=[CH:17][C:16]([O:19][CH3:20])=[CH:15][C:5]=1[CH2:6]P(=O)(OCC)OCC.[C:21]([O:25][C:26]([N:28]1[CH2:33][CH2:32][C:31](=O)[CH2:30][CH2:29]1)=[O:27])([CH3:24])([CH3:23])[CH3:22].COCCOC. (5) Given the product [CH3:18][C:19]1[CH:20]=[CH:21][C:22]([C:25]2[CH:30]=[CH:29][C:28]([CH2:31][NH:32][C:33]([C:35]3[N:36]([CH3:41])[CH:37]=[C:38]([NH:40][C:11]([C:10]4[CH:14]=[CH:15][CH:16]=[CH:17][C:9]=4[CH2:8][CH2:7][C:1]4[CH:2]=[CH:3][CH:4]=[CH:5][CH:6]=4)=[O:13])[CH:39]=3)=[O:34])=[CH:27][CH:26]=2)=[CH:23][CH:24]=1, predict the reactants needed to synthesize it. The reactants are: [C:1]1([CH2:7][CH2:8][C:9]2[CH:17]=[CH:16][CH:15]=[CH:14][C:10]=2[C:11]([OH:13])=O)[CH:6]=[CH:5][CH:4]=[CH:3][CH:2]=1.[CH3:18][C:19]1[CH:24]=[CH:23][C:22]([C:25]2[CH:30]=[CH:29][C:28]([CH2:31][NH:32][C:33]([C:35]3[N:36]([CH3:41])[CH:37]=[C:38]([NH2:40])[CH:39]=3)=[O:34])=[CH:27][CH:26]=2)=[CH:21][CH:20]=1.CN(C(ON1N=NC2C=CC=CC1=2)=[N+](C)C)C.[B-](F)(F)(F)F.C(N(C(C)C)C(C)C)C. (6) The reactants are: [OH:1][C:2]1[CH:14]=[CH:13][C:5]2[C:6]([C:9]([F:12])([F:11])[F:10])=[N:7][O:8][C:4]=2[C:3]=1[CH2:15][CH2:16][CH3:17].[Br:18][CH2:19][CH2:20][CH2:21]Br.C(=O)([O-])[O-].[Cs+].[Cs+]. Given the product [CH2:15]([C:3]1[C:4]2[O:8][N:7]=[C:6]([C:9]([F:12])([F:11])[F:10])[C:5]=2[CH:13]=[CH:14][C:2]=1[O:1][CH2:21][CH2:20][CH2:19][Br:18])[CH2:16][CH3:17], predict the reactants needed to synthesize it. (7) Given the product [Br:8][C:19]1[C:18]([CH3:21])=[CH:17][C:16]([O:22][CH3:23])=[C:15]([CH3:14])[CH:20]=1, predict the reactants needed to synthesize it. The reactants are: C1C(=O)N([Br:8])C(=O)C1.CN(C=O)C.[CH3:14][C:15]1[CH:20]=[CH:19][C:18]([CH3:21])=[CH:17][C:16]=1[O:22][CH3:23].O.